This data is from Catalyst prediction with 721,799 reactions and 888 catalyst types from USPTO. The task is: Predict which catalyst facilitates the given reaction. (1) Reactant: [C:1]1([S:7]([N:10]2[C:18]3[C:13](=[CH:14][CH:15]=[CH:16][CH:17]=3)[CH:12]=[C:11]2[CH:19]([OH:22])[CH:20]=[CH2:21])(=[O:9])=[O:8])[CH:6]=[CH:5][CH:4]=[CH:3][CH:2]=1.[C:23](Cl)(=[O:30])[C:24]1[CH:29]=[CH:28][CH:27]=[CH:26][CH:25]=1. Product: [C:1]1([S:7]([N:10]2[C:18]3[C:13](=[CH:14][CH:15]=[CH:16][CH:17]=3)[CH:12]=[C:11]2[CH:19]([O:22][C:23](=[O:30])[C:24]2[CH:29]=[CH:28][CH:27]=[CH:26][CH:25]=2)[CH:20]=[CH2:21])(=[O:8])=[O:9])[CH:2]=[CH:3][CH:4]=[CH:5][CH:6]=1. The catalyst class is: 17. (2) Reactant: [I:1][C:2]1[C:3](=[O:27])[NH:4][C:5](=[O:26])[N:6]([CH:25]=1)[C@@H:7]1[O:24][C@H:14]([CH2:15][O:16][Si](C(C)(C)C)(C)C)[C@@H:9]([O:10][C:11](=[O:13])[CH3:12])[CH2:8]1.O.O.O.[F-].C([N+](CCCC)(CCCC)CCCC)CCC.O. Product: [I:1][C:2]1[C:3](=[O:27])[NH:4][C:5](=[O:26])[N:6]([CH:25]=1)[C@@H:7]1[O:24][C@H:14]([CH2:15][OH:16])[C@@H:9]([O:10][C:11](=[O:13])[CH3:12])[CH2:8]1. The catalyst class is: 1. (3) Reactant: [NH2:1][C:2]1[N:10]=[CH:9][N:8]=[C:7]2[C:3]=1[N:4]=[C:5]([S:17][C:18]1[NH:19][C:20]3[C:25]([CH:26]=1)=[CH:24][CH:23]=[CH:22][CH:21]=3)[N:6]2[CH2:11][CH2:12][O:13][C:14](=[O:16])[CH3:15].C1C(=O)N([Cl:34])C(=O)C1.CCOC(C)=O.C([O-])(O)=O.[Na+].CCOC(C)=O.CCN(CC)CC. Product: [NH2:1][C:2]1[N:10]=[CH:9][N:8]=[C:7]2[C:3]=1[N:4]=[C:5]([S:17][C:18]1[NH:19][C:20]3[C:25]([C:26]=1[Cl:34])=[CH:24][CH:23]=[CH:22][CH:21]=3)[N:6]2[CH2:11][CH2:12][O:13][C:14](=[O:16])[CH3:15]. The catalyst class is: 1.